From a dataset of Reaction yield outcomes from USPTO patents with 853,638 reactions. Predict the reaction yield, written as a fraction of the theoretical maximum amount of product (1.0 means a 100% yield; for example, 0.34 means a 34% yield). (1) The reactants are [Cl:1][C:2]1[N:7]=[CH:6][C:5]([CH2:8][NH:9][C:10]2[C:11]([F:22])=[C:12]([CH:17]=[C:18]([O:20][CH3:21])[CH:19]=2)[C:13]([NH:15][CH3:16])=[O:14])=[C:4]([NH:23][CH2:24][CH3:25])[CH:3]=1.CCN(CC)CC.Cl[C:34](Cl)([O:36]C(=O)OC(Cl)(Cl)Cl)Cl.[OH-].[Na+].O. The catalyst is C1COCC1. The product is [Cl:1][C:2]1[N:7]=[CH:6][C:5]2[CH2:8][N:9]([C:10]3[C:11]([F:22])=[C:12]([CH:17]=[C:18]([O:20][CH3:21])[CH:19]=3)[C:13]([NH:15][CH3:16])=[O:14])[C:34](=[O:36])[N:23]([CH2:24][CH3:25])[C:4]=2[CH:3]=1. The yield is 0.980. (2) The reactants are Br[CH2:2][C:3]([C:5]1[CH:10]=[C:9]([O:11][CH3:12])[C:8]([Br:13])=[C:7]([O:14][CH3:15])[CH:6]=1)=O.CCOC(C)=O.C([O-])(O)=O.[Na+].[CH:27]([NH2:29])=[O:28]. No catalyst specified. The product is [Br:13][C:8]1[C:9]([O:11][CH3:12])=[CH:10][C:5]([C:3]2[N:29]=[CH:27][O:28][CH:2]=2)=[CH:6][C:7]=1[O:14][CH3:15]. The yield is 0.580. (3) The yield is 0.980. The product is [Br:13][C:14]1[CH:15]=[C:16]([CH:17]=[CH:7][C:8]([O:10][CH2:11][CH3:12])=[O:9])[CH:19]=[CH:20][C:21]=1[C:22]([F:23])([F:24])[F:25]. The reactants are [H-].[Na+].P([CH2:7][C:8]([O:10][CH2:11][CH3:12])=[O:9])(O)(O)=O.[Br:13][C:14]1[CH:15]=[C:16]([CH:19]=[CH:20][C:21]=1[C:22]([F:25])([F:24])[F:23])[CH:17]=O.O. The catalyst is COCCOC. (4) The reactants are [CH2:1]([O:3][C:4]1[CH:13]=[C:12]([CH:14]=[O:15])[CH:11]=[C:10]([O:16]CC)[C:5]=1[C:6]([O:8][CH3:9])=[O:7])[CH3:2].[Al+3].[Cl-].[Cl-].[Cl-].O.CCOC(C)=O. The catalyst is C(Cl)Cl. The product is [CH2:1]([O:3][C:4]1[CH:13]=[C:12]([CH:14]=[O:15])[CH:11]=[C:10]([OH:16])[C:5]=1[C:6]([O:8][CH3:9])=[O:7])[CH3:2]. The yield is 0.590. (5) The reactants are C(OC([N:8]1[CH2:12][CH:11]([O:13][C:14](=[O:24])[C:15]2[CH:20]=[CH:19][C:18]([N+:21]([O-:23])=[O:22])=[CH:17][CH:16]=2)[CH2:10][CH:9]1[C:25](=[O:37])[NH:26][C:27]1([C:32]([O:34][CH2:35][CH3:36])=[O:33])[CH2:29][CH:28]1[CH:30]=[CH2:31])=O)(C)(C)C. The catalyst is FC(F)(F)S(O)(=O)=O.ClCCl. The product is [CH2:35]([O:34][C:32]([C:27]1([NH:26][C:25]([CH:9]2[NH:8][CH2:12][CH:11]([O:13][C:14](=[O:24])[C:15]3[CH:16]=[CH:17][C:18]([N+:21]([O-:23])=[O:22])=[CH:19][CH:20]=3)[CH2:10]2)=[O:37])[CH2:29][CH:28]1[CH:30]=[CH2:31])=[O:33])[CH3:36]. The yield is 0.950. (6) The reactants are N[C:2]1[CH:3]=[CH:4][C:5]([N+:10]([O-:12])=[O:11])=[C:6]([CH2:8][CH3:9])[CH:7]=1.N([O-])=O.[Na+].NC(N)=O.[I-:21].[K+]. The catalyst is S(=O)(=O)(O)O.O. The product is [CH2:8]([C:6]1[CH:7]=[C:2]([I:21])[CH:3]=[CH:4][C:5]=1[N+:10]([O-:12])=[O:11])[CH3:9]. The yield is 0.570. (7) The reactants are [CH2:1]([O:8][C:9]1[N:17]=[CH:16][CH:15]=[CH:14][C:10]=1[C:11]([OH:13])=O)[C:2]1[CH:7]=[CH:6][CH:5]=[CH:4][CH:3]=1.F[P-](F)(F)(F)(F)F.N1(OC(N(C)C)=[N+](C)C)C2C=CC=CC=2N=N1.C(N(C(C)C)C(C)C)C.[CH:51]1[C:63]2[CH:62]([CH2:64][O:65][C:66](=[O:83])[NH:67][C:68]3[CH:73]=[CH:72][C:71]([NH2:74])=[C:70]([O:75][CH2:76][C:77]4[CH:82]=[CH:81][CH:80]=[CH:79][CH:78]=4)[CH:69]=3)[C:61]3[C:56](=[CH:57][CH:58]=[CH:59][CH:60]=3)[C:55]=2[CH:54]=[CH:53][CH:52]=1. The product is [CH:51]1[C:63]2[CH:62]([CH2:64][O:65][C:66](=[O:83])[NH:67][C:68]3[CH:73]=[CH:72][C:71]([NH:74][C:11]([C:10]4[C:9]([O:8][CH2:1][C:2]5[CH:3]=[CH:4][CH:5]=[CH:6][CH:7]=5)=[N:17][CH:16]=[CH:15][CH:14]=4)=[O:13])=[C:70]([O:75][CH2:76][C:77]4[CH:78]=[CH:79][CH:80]=[CH:81][CH:82]=4)[CH:69]=3)[C:61]3[C:56](=[CH:57][CH:58]=[CH:59][CH:60]=3)[C:55]=2[CH:54]=[CH:53][CH:52]=1. The yield is 0.980. The catalyst is CN(C=O)C.CCOC(C)=O.